This data is from Reaction yield outcomes from USPTO patents with 853,638 reactions. The task is: Predict the reaction yield, written as a fraction of the theoretical maximum amount of product (1.0 means a 100% yield; for example, 0.34 means a 34% yield). (1) The yield is 0.793. The reactants are [NH2:1][C:2]1[S:3][C:4](Br)=[C:5]([C:7]([CH3:10])([CH3:9])[CH3:8])[N:6]=1.[NH:12]1[CH2:17][CH2:16][CH2:15][CH2:14][CH2:13]1.C(=O)([O-])[O-].[K+].[K+].C(#N)C. The catalyst is O. The product is [NH2:1][C:2]1[S:3][C:4]([N:12]2[CH2:17][CH2:16][CH2:15][CH2:14][CH2:13]2)=[C:5]([C:7]([CH3:10])([CH3:9])[CH3:8])[N:6]=1. (2) The reactants are [CH2:1]([O:8][C:9]1[CH:15]=[CH:14][C:12]([NH2:13])=[C:11]([N+:16]([O-:18])=[O:17])[CH:10]=1)[C:2]1[CH:7]=[CH:6][CH:5]=[CH:4][CH:3]=1.C(O[BH-](OC(=O)C)OC(=O)C)(=O)C.[Na+].[CH3:33][S:34][C:35]1[S:36][C:37]2[CH:43]=[C:42]([CH:44]=O)[CH:41]=[CH:40][C:38]=2[N:39]=1. The catalyst is C(O)(C(F)(F)F)=O.C(Cl)Cl. The product is [CH2:1]([O:8][C:9]1[CH:15]=[CH:14][C:12]([NH:13][CH2:44][C:42]2[CH:41]=[CH:40][C:38]3[N:39]=[C:35]([S:34][CH3:33])[S:36][C:37]=3[CH:43]=2)=[C:11]([N+:16]([O-:18])=[O:17])[CH:10]=1)[C:2]1[CH:3]=[CH:4][CH:5]=[CH:6][CH:7]=1. The yield is 0.640. (3) The reactants are Br[CH:2]([C:7]1[CH:8]=[C:9]([Cl:15])[C:10]([Cl:14])=[C:11]([Cl:13])[CH:12]=1)[C:3]([F:6])([F:5])[F:4].[CH:16]([C:18]1[CH:19]=[C:20]2[C:24](=[CH:25][CH:26]=1)[C:23](=[O:27])[CH2:22][CH2:21]2)=[CH2:17].N1C=CC=CC=1C1C=CC=CN=1. The catalyst is ClC1C=CC=CC=1Cl.Cl[Cu]. The product is [F:4][C:3]([F:6])([F:5])[CH:2]([C:7]1[CH:8]=[C:9]([Cl:15])[C:10]([Cl:14])=[C:11]([Cl:13])[CH:12]=1)/[CH:17]=[CH:16]/[C:18]1[CH:19]=[C:20]2[C:24](=[CH:25][CH:26]=1)[C:23](=[O:27])[CH2:22][CH2:21]2. The yield is 0.250. (4) The reactants are Br[C:2]1[CH:7]=[CH:6][C:5]([O:8][CH2:9][CH3:10])=[CH:4][C:3]=1[F:11].[CH3:12][C:13]1([CH3:29])[C:17]([CH3:19])([CH3:18])[O:16][B:15]([B:15]2[O:16][C:17]([CH3:19])([CH3:18])[C:13]([CH3:29])([CH3:12])[O:14]2)[O:14]1.C([O-])(=O)C.[K+].O. The catalyst is CN(C=O)C. The product is [CH2:9]([O:8][C:5]1[CH:6]=[CH:7][C:2]([B:15]2[O:16][C:17]([CH3:19])([CH3:18])[C:13]([CH3:29])([CH3:12])[O:14]2)=[C:3]([F:11])[CH:4]=1)[CH3:10]. The yield is 1.00. (5) The reactants are [Cl:1][C:2]1[N:7]=[CH:6][C:5]([N:8]2[C@H:15]3[C@H:10]([CH2:11][CH2:12][NH:13][CH2:14]3)[CH2:9]2)=[CH:4][C:3]=1[CH3:16].[C:17]([OH:24])(=[O:23])/[CH:18]=[CH:19]/[C:20]([OH:22])=[O:21]. No catalyst specified. The product is [C:17]([OH:24])(=[O:23])/[CH:18]=[CH:19]/[C:20]([OH:22])=[O:21].[Cl:1][C:2]1[N:7]=[CH:6][C:5]([N:8]2[C@H:15]3[C@H:10]([CH2:11][CH2:12][NH:13][CH2:14]3)[CH2:9]2)=[CH:4][C:3]=1[CH3:16]. The yield is 0.700. (6) The reactants are Cl[C:2]1[CH:3]=[CH:4][C:5]2[O:14][CH2:13][CH2:12][C:11]3[CH:10]=[C:9]([C:15]4[N:16]([C:20]5[CH:25]=[CH:24][C:23]([F:26])=[CH:22][C:21]=5[F:27])[N:17]=[CH:18][N:19]=4)[S:8][C:7]=3[C:6]=2[N:28]=1.[CH:29]12[CH2:35][CH:32]([NH:33][CH2:34]1)[CH2:31][NH:30]2.CC(C1C=C(C(C)C)C(C2C=CC=CC=2P(C2CCCCC2)C2CCCCC2)=C(C(C)C)C=1)C.CC(C)([O-])C.N#N. The catalyst is O1CCOCC1.CC([O-])=O.CC([O-])=O.[Pd+2]. The product is [CH:29]12[CH2:35][CH:32]([NH:33][CH2:34]1)[CH2:31][N:30]2[C:2]1[CH:3]=[CH:4][C:5]2[O:14][CH2:13][CH2:12][C:11]3[CH:10]=[C:9]([C:15]4[N:16]([C:20]5[CH:25]=[CH:24][C:23]([F:26])=[CH:22][C:21]=5[F:27])[N:17]=[CH:18][N:19]=4)[S:8][C:7]=3[C:6]=2[N:28]=1. The yield is 0.130. (7) The reactants are Cl.[NH2:2][C@@H:3]([C@H:8]([OH:13])[C:9]([O:11][CH3:12])=[O:10])[C:4]([O:6][CH3:7])=[O:5].Cl[C:15]1[C:20]([N+:21]([O-:23])=[O:22])=[CH:19][CH:18]=[C:17]([Cl:24])[N:16]=1.C([O-])(O)=O.[Na+]. The catalyst is C1COCC1. The product is [Cl:24][C:17]1[N:16]=[C:15]([NH:2][C@@H:3]([C@H:8]([OH:13])[C:9]([O:11][CH3:12])=[O:10])[C:4]([O:6][CH3:7])=[O:5])[C:20]([N+:21]([O-:23])=[O:22])=[CH:19][CH:18]=1. The yield is 0.630. (8) The product is [NH2:12][C:13]1[N:14]=[C:15]([N:24]2[CH2:25][CH2:26][N:27]([C:30](=[O:40])[CH2:31][O:32][C:33]3[CH:38]=[CH:37][C:36]([Cl:39])=[CH:35][CH:34]=3)[CH2:28][CH2:29]2)[C:16]2[N:22]=[C:21]([C:6]3[CH:7]=[C:2]([Cl:1])[CH:3]=[CH:4][C:5]=3[F:11])[CH:20]=[CH:19][C:17]=2[N:18]=1. No catalyst specified. The yield is 1.00. The reactants are [Cl:1][C:2]1[CH:3]=[CH:4][C:5]([F:11])=[C:6](B(O)O)[CH:7]=1.[NH2:12][C:13]1[N:14]=[C:15]([N:24]2[CH2:29][CH2:28][N:27]([C:30](=[O:40])[CH2:31][O:32][C:33]3[CH:38]=[CH:37][C:36]([Cl:39])=[CH:35][CH:34]=3)[CH2:26][CH2:25]2)[C:16]2[N:22]=[C:21](Cl)[CH:20]=[CH:19][C:17]=2[N:18]=1. (9) The reactants are [CH:1]12[CH2:18][CH:4]([CH:5]([NH:7]C(=O)OCC3C=CC=CC=3)[CH2:6]1)[CH2:3][O:2]2.[ClH:19]. The catalyst is CO.[Pd]. The product is [ClH:19].[CH:1]12[CH2:18][CH:4]([CH:5]([NH2:7])[CH2:6]1)[CH2:3][O:2]2. The yield is 1.00. (10) The reactants are [OH:1][C:2]1[CH:11]=[CH:10][CH:9]=[C:8]2[C:3]=1[CH:4]=[CH:5][N:6]=[CH:7]2.[Br:12][C:13]1[CH:14]=[C:15]([CH:23]=[CH:24][CH:25]=[O:26])[CH:16]=[C:17]([O:21][CH3:22])[C:18]=1[O:19][CH3:20].N1CCOCC1. No catalyst specified. The product is [Br:12][C:13]1[CH:14]=[C:15]([CH:23]2[C:11]3[C:2](=[C:3]4[CH:4]=[CH:5][N:6]=[CH:7][C:8]4=[CH:9][CH:10]=3)[O:1][CH:25]([OH:26])[CH2:24]2)[CH:16]=[C:17]([O:21][CH3:22])[C:18]=1[O:19][CH3:20]. The yield is 0.290.